Task: Predict the product of the given reaction.. Dataset: Forward reaction prediction with 1.9M reactions from USPTO patents (1976-2016) (1) Given the reactants COC1C=CC(P2(=S)SP(C3C=CC(OC)=CC=3)(=S)[S:10]2)=CC=1.[N:23]1([C@H:29]2[CH2:32][C@H:31]([S:33][C:34]3[CH:42]=[CH:41][C:37]([C:38]([NH2:40])=O)=[CH:36][CH:35]=3)[CH2:30]2)[CH2:28][CH2:27][CH2:26][CH2:25][CH2:24]1, predict the reaction product. The product is: [N:23]1([C@H:29]2[CH2:32][C@H:31]([S:33][C:34]3[CH:42]=[CH:41][C:37]([C:38](=[S:10])[NH2:40])=[CH:36][CH:35]=3)[CH2:30]2)[CH2:28][CH2:27][CH2:26][CH2:25][CH2:24]1. (2) Given the reactants [N:1]12[CH2:9][CH2:8][CH:5]([CH2:6][CH2:7]1)[N:4]([C:10]1[N:15]=[CH:14][C:13]([NH:16][C:17](=[O:27])[C:18]3[CH:23]=[CH:22][CH:21]=[CH:20][C:19]=3[N+:24]([O-])=O)=[CH:12][N:11]=1)[CH2:3][CH2:2]2.N, predict the reaction product. The product is: [NH2:24][C:19]1[CH:20]=[CH:21][CH:22]=[CH:23][C:18]=1[C:17]([NH:16][C:13]1[CH:12]=[N:11][C:10]([N:4]2[CH:5]3[CH2:6][CH2:7][N:1]([CH2:9][CH2:8]3)[CH2:2][CH2:3]2)=[N:15][CH:14]=1)=[O:27].